Dataset: Forward reaction prediction with 1.9M reactions from USPTO patents (1976-2016). Task: Predict the product of the given reaction. (1) Given the reactants [C:1]([O:5][C:6](=[O:29])[CH2:7][CH2:8][C:9]1[N:14]=[C:13]([CH2:15][CH:16]([NH:20][C:21]([O:23][C:24]([CH3:27])([CH3:26])[CH3:25])=[O:22])[C:17]([OH:19])=[O:18])[CH:12]=[CH:11][C:10]=1[F:28])([CH3:4])([CH3:3])[CH3:2].[Li+].[OH-].Cl, predict the reaction product. The product is: [C:1]([O:5][C:6](=[O:29])/[CH:7]=[CH:8]/[C:9]1[N:14]=[C:13]([CH2:15][CH:16]([NH:20][C:21]([O:23][C:24]([CH3:27])([CH3:26])[CH3:25])=[O:22])[C:17]([OH:19])=[O:18])[CH:12]=[CH:11][C:10]=1[F:28])([CH3:4])([CH3:2])[CH3:3]. (2) The product is: [Cl:38][C:2]1([Cl:1])[C@H:6]([OH:7])[C@@H:5]([CH2:18][OH:19])[O:4][C@H:3]1[N:30]1[CH:35]=[CH:34][C:33](=[O:36])[NH:32][C:31]1=[O:37]. Given the reactants [Cl:1][C:2]1([Cl:38])[C@H:6]([O:7][Si](C(C)C)(C(C)C)C(C)C)[C@@H:5]([CH2:18][O:19][Si](C(C)C)(C(C)C)C(C)C)[O:4][C@H:3]1[N:30]1[CH:35]=[CH:34][C:33](=[O:36])[NH:32][C:31]1=[O:37].F.F.F.C(N(CC)CC)C, predict the reaction product. (3) Given the reactants [Br:1][C:2]1[CH:3]=[CH:4][C:5]([N:8]2[CH2:13][CH2:12][CH:11]([OH:14])[CH2:10][CH2:9]2)=[N:6][CH:7]=1.C(OI1(OC(=O)C)(OC(=O)C)C2C=CC=CC=2C(=O)O1)(=O)C, predict the reaction product. The product is: [Br:1][C:2]1[CH:3]=[CH:4][C:5]([N:8]2[CH2:13][CH2:12][C:11](=[O:14])[CH2:10][CH2:9]2)=[N:6][CH:7]=1. (4) Given the reactants [C:1]([C:5]1[CH:13]=[CH:12][C:8]([C:9]([OH:11])=O)=[C:7]([C:14](=[O:25])C2C=CC(C(C)(C)C)=CC=2)[CH:6]=1)([CH3:4])([CH3:3])[CH3:2], predict the reaction product. The product is: [C:1]([C:5]1[CH:13]=[CH:12][C:8]2[C:9](=[O:11])[C:8]3[C:7](=[CH:6][C:5]([C:1]([CH3:3])([CH3:2])[CH3:4])=[CH:13][CH:12]=3)[C:14](=[O:25])[C:7]=2[CH:6]=1)([CH3:4])([CH3:3])[CH3:2]. (5) Given the reactants [CH2:1]([N:3]([CH2:34][CH3:35])[CH2:4][CH2:5][O:6][C:7]1[CH:12]=[CH:11][C:10]([NH:13][S:14]([C:17]2[CH:22]=[CH:21][C:20]([CH:23]=[N:24][CH2:25][CH2:26][CH2:27][N:28]3[CH2:33][CH2:32][O:31][CH2:30][CH2:29]3)=[CH:19][CH:18]=2)(=[O:16])=[O:15])=[CH:9][CH:8]=1)[CH3:2].[BH4-].[Na+], predict the reaction product. The product is: [CH2:34]([N:3]([CH2:1][CH3:2])[CH2:4][CH2:5][O:6][C:7]1[CH:8]=[CH:9][C:10]([NH:13][S:14]([C:17]2[CH:22]=[CH:21][C:20]([CH2:23][NH:24][CH2:25][CH2:26][CH2:27][N:28]3[CH2:29][CH2:30][O:31][CH2:32][CH2:33]3)=[CH:19][CH:18]=2)(=[O:15])=[O:16])=[CH:11][CH:12]=1)[CH3:35]. (6) The product is: [Cl:1][C:2]1[CH:3]=[CH:4][C:5]([NH:8][C:9](=[O:25])[C:10]2[CH:15]=[C:14]([CH3:16])[CH:13]=[CH:12][C:11]=2[NH:17][CH2:18][CH:19]2[CH2:24][CH2:23][N:22]([CH:31]([CH3:33])[CH3:30])[CH2:21][CH2:20]2)=[N:6][CH:7]=1. Given the reactants [Cl:1][C:2]1[CH:3]=[CH:4][C:5]([NH:8][C:9](=[O:25])[C:10]2[CH:15]=[C:14]([CH3:16])[CH:13]=[CH:12][C:11]=2[NH:17][CH2:18][CH:19]2[CH2:24][CH2:23][NH:22][CH2:21][CH2:20]2)=[N:6][CH:7]=1.C([BH3-])#N.[Na+].[CH3:30][C:31]([CH3:33])=O, predict the reaction product.